Dataset: Catalyst prediction with 721,799 reactions and 888 catalyst types from USPTO. Task: Predict which catalyst facilitates the given reaction. (1) Reactant: [CH3:1][N:2]([CH3:37])[C@@H:3]1[CH2:7][CH2:6][N:5]([CH2:8][C:9]2[CH:36]=[CH:35][C:12]([C:13]([NH:15][C:16]3[CH:21]=[C:20]([C:22]4[S:23][CH:24]=[CH:25][CH:26]=4)[CH:19]=[CH:18][C:17]=3[NH:27]C(=O)OC(C)(C)C)=[O:14])=[CH:11][CH:10]=2)[CH2:4]1.FC(F)(F)C(O)=O. Product: [NH2:27][C:17]1[CH:18]=[CH:19][C:20]([C:22]2[S:23][CH:24]=[CH:25][CH:26]=2)=[CH:21][C:16]=1[NH:15][C:13](=[O:14])[C:12]1[CH:35]=[CH:36][C:9]([CH2:8][N:5]2[CH2:6][CH2:7][C@@H:3]([N:2]([CH3:1])[CH3:37])[CH2:4]2)=[CH:10][CH:11]=1. The catalyst class is: 2. (2) Reactant: Cl[CH2:2][C:3]1[O:7][N:6]=[CH:5][C:4]=1[CH3:8].[CH2:9]([NH2:11])[CH3:10]. Product: [CH2:9]([NH:11][CH2:2][C:3]1[O:7][N:6]=[CH:5][C:4]=1[CH3:8])[CH3:10]. The catalyst class is: 1.